Dataset: Catalyst prediction with 721,799 reactions and 888 catalyst types from USPTO. Task: Predict which catalyst facilitates the given reaction. (1) Reactant: [Br:1][C:2]1[C:3]([C:9]([OH:11])=O)=[N:4][C:5]([Cl:8])=[CH:6][CH:7]=1.Cl.[CH3:13][NH:14][O:15][CH3:16].N1C=CC=CC=1.Cl.C(N=C=NCCCN(C)C)C.[Cl-].[NH4+]. Product: [Br:1][C:2]1[C:3]([C:9]([N:14]([O:15][CH3:16])[CH3:13])=[O:11])=[N:4][C:5]([Cl:8])=[CH:6][CH:7]=1. The catalyst class is: 2. (2) Reactant: [CH2:1]([O:3][C:4](=[O:14])[C:5]1[CH:10]=[C:9]([F:11])[C:8](F)=[CH:7][C:6]=1[F:13])[CH3:2].C(N(CC)CC)C.[C:22]([O:26][C:27](=[O:34])[NH:28][CH:29]1[CH2:33][CH2:32][NH:31][CH2:30]1)([CH3:25])([CH3:24])[CH3:23]. Product: [CH2:1]([O:3][C:4](=[O:14])[C:5]1[CH:10]=[C:9]([F:11])[C:8]([CH:33]2[CH2:32][NH:31][CH2:30][CH:29]2[NH:28][C:27]([O:26][C:22]([CH3:25])([CH3:24])[CH3:23])=[O:34])=[CH:7][C:6]=1[F:13])[CH3:2]. The catalyst class is: 115. (3) Reactant: [C:1]1([C:27]2[CH:32]=[CH:31][CH:30]=[CH:29][CH:28]=2)[CH:6]=[CH:5][C:4]([C:7]([N:9]2[CH2:14][CH2:13][N:12]([C:15]3[C:16]4[CH:24]=[C:23]([CH2:25][CH3:26])[S:22][C:17]=4[N:18]=[C:19]([NH2:21])[N:20]=3)[CH2:11][CH2:10]2)=[O:8])=[CH:3][CH:2]=1.N1C=CC=CC=1.Cl[C:40]([CH2:42][CH2:43][C:44]([O:46][CH3:47])=[O:45])=[O:41]. Product: [C:1]1([C:27]2[CH:32]=[CH:31][CH:30]=[CH:29][CH:28]=2)[CH:6]=[CH:5][C:4]([C:7]([N:9]2[CH2:10][CH2:11][N:12]([C:15]3[C:16]4[CH:24]=[C:23]([CH2:25][CH3:26])[S:22][C:17]=4[N:18]=[C:19]([NH:21][C:40](=[O:41])[CH2:42][CH2:43][C:44]([O:46][CH3:47])=[O:45])[N:20]=3)[CH2:13][CH2:14]2)=[O:8])=[CH:3][CH:2]=1. The catalyst class is: 6. (4) Reactant: C([O:8][N:9]1[C:14]2[N:15]=[CH:16][N:17]=[CH:18][C:13]=2[C:12]([OH:19])=[C:11]([C:20]2[CH:25]=[CH:24][CH:23]=[CH:22][CH:21]=2)[C:10]1=[O:26])C1C=CC=CC=1.[H][H]. Product: [OH:19][C:12]1[C:13]2[CH:18]=[N:17][CH:16]=[N:15][C:14]=2[N:9]([OH:8])[C:10](=[O:26])[C:11]=1[C:20]1[CH:25]=[CH:24][CH:23]=[CH:22][CH:21]=1. The catalyst class is: 352. (5) Reactant: [C:1]1([CH:8]=[CH:7][C:5]([OH:6])=[CH:4][CH:3]=1)[OH:2].Br[CH2:10][CH2:11][O:12][Si:13]([C:16]([CH3:19])([CH3:18])[CH3:17])([CH3:15])[CH3:14].C(=O)([O-])[O-].[Cs+].[Cs+].Cl. Product: [C:16]([Si:13]([CH3:15])([CH3:14])[O:12][CH2:11][CH2:10][O:2][C:1]1[CH:8]=[CH:7][C:5]([OH:6])=[CH:4][CH:3]=1)([CH3:19])([CH3:18])[CH3:17]. The catalyst class is: 18. (6) Reactant: [CH3:1][N:2]1[C:7]([C:8]([F:11])([F:10])[F:9])=[CH:6][C:5](=[O:12])[N:4]([C:13]2[CH:14]=[CH:15][C:16]3[S:20][N:19]=[C:18]([C:21](=O)[C:22](OC)=[O:23])[C:17]=3[CH:27]=2)[C:3]1=[O:28].Cl.[CH2:30]([NH:32][C:33]([NH2:35])=[NH:34])[CH3:31].[C:36](=O)(O)[O-:37].[Na+].CO. Product: [CH3:36][O:37][C:21]1([C:18]2[C:17]3[CH:27]=[C:13]([N:4]4[C:5](=[O:12])[CH:6]=[C:7]([C:8]([F:10])([F:11])[F:9])[N:2]([CH3:1])[C:3]4=[O:28])[CH:14]=[CH:15][C:16]=3[S:20][N:19]=2)[C:22](=[O:23])[NH:35][C:33](=[N:32][CH2:30][CH3:31])[NH:34]1. The catalyst class is: 6. (7) Reactant: [F:1][C:2]([F:23])([F:22])[C:3]1[CH:4]=[C:5]([CH:19]=[CH:20][CH:21]=1)[O:6][C:7]1[CH:8]=[C:9]([C:13]2[S:17][C:16]([NH2:18])=[N:15][N:14]=2)[CH:10]=[CH:11][CH:12]=1.[F:24][C:25]([F:36])([F:35])[C:26](O[C:26](=[O:27])[C:25]([F:36])([F:35])[F:24])=[O:27]. Product: [F:24][C:25]([F:36])([F:35])[C:26]([NH:18][C:16]1[S:17][C:13]([C:9]2[CH:10]=[CH:11][CH:12]=[C:7]([O:6][C:5]3[CH:19]=[CH:20][CH:21]=[C:3]([C:2]([F:22])([F:1])[F:23])[CH:4]=3)[CH:8]=2)=[N:14][N:15]=1)=[O:27]. The catalyst class is: 4. (8) Reactant: [Br:1][C:2]1[CH:7]=[CH:6][C:5]([O:8][CH3:9])=[C:4]([N+:10]([O-:12])=[O:11])[C:3]=1[CH3:13].CO[C:16](OC)([N:18]([CH3:20])[CH3:19])[CH3:17].N1CCC[CH2:24]1. Product: [Br:1][C:2]1[C:3](/[CH:13]=[CH:19]/[N:18]2[CH2:20][CH2:24][CH2:17][CH2:16]2)=[C:4]([N+:10]([O-:12])=[O:11])[C:5]([O:8][CH3:9])=[CH:6][CH:7]=1. The catalyst class is: 3. (9) Reactant: [CH3:1][C:2]1[CH:3]=[C:4]([C:24]([OH:26])=[O:25])[CH:5]=[C:6]2[C:10]=1[C:9](=[O:11])[N:8]([CH2:12][C:13]1[CH:18]=[CH:17][C:16]([O:19][C:20]([F:23])([F:22])[F:21])=[CH:15][CH:14]=1)[CH2:7]2.[C:27](=O)([O-])[O-].[K+].[K+].CI. Product: [CH3:27][O:25][C:24]([C:4]1[CH:5]=[C:6]2[C:10](=[C:2]([CH3:1])[CH:3]=1)[C:9](=[O:11])[N:8]([CH2:12][C:13]1[CH:14]=[CH:15][C:16]([O:19][C:20]([F:21])([F:22])[F:23])=[CH:17][CH:18]=1)[CH2:7]2)=[O:26]. The catalyst class is: 39. (10) Reactant: [CH3:1][C:2]1([CH3:23])[O:6][C@H:5]([CH2:7][O:8][C:9]2[CH:14]=[CH:13][C:12]([CH2:15][CH2:16][CH2:17]OS(C)(=O)=O)=[CH:11][CH:10]=2)[CH2:4][O:3]1.[Br-:24].[Li+]. Product: [Br:24][CH2:17][CH2:16][CH2:15][C:12]1[CH:13]=[CH:14][C:9]([O:8][CH2:7][C@@H:5]2[CH2:4][O:3][C:2]([CH3:23])([CH3:1])[O:6]2)=[CH:10][CH:11]=1. The catalyst class is: 21.